From a dataset of Full USPTO retrosynthesis dataset with 1.9M reactions from patents (1976-2016). Predict the reactants needed to synthesize the given product. (1) Given the product [CH:1]1([O:6][CH2:7][CH2:8][O:9][C:10]2[CH:11]=[CH:12][C:13]([OH:16])=[CH:14][CH:15]=2)[CH2:2][CH2:3][CH2:4][CH2:5]1, predict the reactants needed to synthesize it. The reactants are: [CH:1]1([O:6][CH2:7][CH2:8][O:9][C:10]2[CH:15]=[CH:14][C:13]([O:16]CC3C=CC=CC=3)=[CH:12][CH:11]=2)[CH2:5][CH2:4][CH2:3][CH2:2]1.C1(COCCOC2C=CC(O)=CC=2)CC1.C. (2) Given the product [Br:7][C:8]1[O:12][C:11]([CH2:13][C:15]2[CH:20]=[CH:19][C:18]([F:21])=[CH:17][CH:16]=2)=[CH:10][CH:9]=1, predict the reactants needed to synthesize it. The reactants are: [Cl-].[Al+3].[Cl-].[Cl-].[BH4-].[Na+].[Br:7][C:8]1[O:12][C:11]([C:13]([C:15]2[CH:20]=[CH:19][C:18]([F:21])=[CH:17][CH:16]=2)=O)=[CH:10][CH:9]=1. (3) Given the product [CH:1]1[C:10]2[C:5](=[CH:6][CH:7]=[CH:8][CH:9]=2)[CH:4]=[CH:3][C:2]=1[C:11]([NH:13][CH2:14][CH2:15][NH:16][C:17]([C:19]1[CH:20]=[CH:21][C:22]([O:23][C@@H:24]2[CH2:29][CH2:28][C@H:27]([C:30]([NH:41][CH2:40][C:39]([OH:38])=[O:42])=[O:31])[CH2:26][CH2:25]2)=[CH:33][CH:34]=1)=[O:18])=[O:12], predict the reactants needed to synthesize it. The reactants are: [CH:1]1[C:10]2[C:5](=[CH:6][CH:7]=[CH:8][CH:9]=2)[CH:4]=[CH:3][C:2]=1[C:11]([NH:13][CH2:14][CH2:15][NH:16][C:17]([C:19]1[CH:34]=[CH:33][C:22]([O:23][C@@H:24]2[CH2:29][CH2:28][C@H:27]([C:30](O)=[O:31])[CH2:26][CH2:25]2)=[CH:21][CH:20]=1)=[O:18])=[O:12].Cl.C([O:38][C:39](=[O:42])[CH2:40][NH2:41])C.Cl.C(N=C=NCCCN(C)C)C.O.ON1C2C=CC=CC=2N=N1. (4) Given the product [CH3:23][O:22][C:20](=[O:21])[CH2:19][C@H:16]1[C:15]2[CH:24]=[CH:25][C:12]([O:11][C@H:9]3[C:10]4[C:6](=[C:5]([O:45][C:40]5[CH:39]=[CH:38][C:37]([O:36][CH2:29][C:30]6[CH:35]=[CH:34][CH:33]=[CH:32][CH:31]=6)=[CH:44][C:41]=5[C:42]#[N:43])[CH:4]=[CH:3][C:2]=4[F:1])[CH2:7][CH2:8]3)=[CH:13][C:14]=2[O:18][CH2:17]1, predict the reactants needed to synthesize it. The reactants are: [F:1][C:2]1[CH:3]=[CH:4][C:5](B(O)O)=[C:6]2[C:10]=1[C@H:9]([O:11][C:12]1[CH:25]=[CH:24][C:15]3[C@H:16]([CH2:19][C:20]([O:22][CH3:23])=[O:21])[CH2:17][O:18][C:14]=3[CH:13]=1)[CH2:8][CH2:7]2.[CH2:29]([O:36][C:37]1[CH:38]=[CH:39][C:40]([OH:45])=[C:41]([CH:44]=1)[C:42]#[N:43])[C:30]1[CH:35]=[CH:34][CH:33]=[CH:32][CH:31]=1. (5) Given the product [Cl:9][C:6]1[C:7]([NH2:8])=[C:2]([C:11]2[CH:16]=[CH:15][CH:14]=[CH:13][CH:12]=2)[N:3]=[C:4]([CH3:10])[N:5]=1, predict the reactants needed to synthesize it. The reactants are: Cl[C:2]1[C:7]([NH2:8])=[C:6]([Cl:9])[N:5]=[C:4]([CH3:10])[N:3]=1.[C:11]1(B(O)O)[CH:16]=[CH:15][CH:14]=[CH:13][CH:12]=1.C(=O)([O-])[O-].[Na+].[Na+]. (6) Given the product [NH2:1][C:2]1[C:54]([C:55]([F:57])([F:56])[F:58])=[CH:53][C:5]([CH2:6][C@@H:7]([CH2:32][C:33]([N:34]2[CH2:35][CH2:36][CH:37]([N:40]3[CH2:46][CH2:45][C:44]4[CH:47]=[CH:48][CH:49]=[CH:50][C:43]=4[NH:42][C:41]3=[O:51])[CH2:38][CH2:39]2)=[O:52])[C:8]([N:10]2[CH2:15][CH2:14][CH:13]([N:16]3[CH2:17][CH2:18][NH:19][CH2:20][CH2:21]3)[CH2:12][CH2:11]2)=[O:9])=[CH:4][C:3]=1[Cl:59], predict the reactants needed to synthesize it. The reactants are: [NH2:1][C:2]1[C:54]([C:55]([F:58])([F:57])[F:56])=[CH:53][C:5]([CH2:6][C@@H:7]([CH2:32][C:33](=[O:52])[N:34]2[CH2:39][CH2:38][CH:37]([N:40]3[CH2:46][CH2:45][C:44]4[CH:47]=[CH:48][CH:49]=[CH:50][C:43]=4[NH:42][C:41]3=[O:51])[CH2:36][CH2:35]2)[C:8]([N:10]2[CH2:15][CH2:14][CH:13]([N:16]3[CH2:21][CH2:20][N:19](C(OCC4C=CC=CC=4)=O)[CH2:18][CH2:17]3)[CH2:12][CH2:11]2)=[O:9])=[CH:4][C:3]=1[Cl:59]. (7) Given the product [Br:1][C:2]1[CH:3]=[CH:4][C:5]([C:9]([NH:16][CH:12]2[CH2:15][CH2:14][CH2:13]2)=[O:11])=[N:6][C:7]=1[CH3:8], predict the reactants needed to synthesize it. The reactants are: [Br:1][C:2]1[CH:3]=[CH:4][C:5]([C:9]([OH:11])=O)=[N:6][C:7]=1[CH3:8].[CH:12]1([NH2:16])[CH2:15][CH2:14][CH2:13]1.C(N(CC)C(C)C)(C)C.C(P1(=O)OP(=O)(CCC)OP(=O)(CCC)O1)CC. (8) Given the product [C:23]([O:22][C:20]([C:9]1[N:10]([S:11]([C:14]2[CH:19]=[CH:18][CH:17]=[CH:16][CH:15]=2)(=[O:13])=[O:12])[C:5]2[C:6](=[N:7][C:2]([N:27]([C:36]([O:38][C:39]([CH3:42])([CH3:41])[CH3:40])=[O:37])[NH:28][C:29]([O:31][C:32]([CH3:33])([CH3:34])[CH3:35])=[O:30])=[CH:3][CH:4]=2)[CH:8]=1)=[O:21])([CH3:26])([CH3:25])[CH3:24], predict the reactants needed to synthesize it. The reactants are: Cl[C:2]1[N:7]=[C:6]2[CH:8]=[C:9]([C:20]([O:22][C:23]([CH3:26])([CH3:25])[CH3:24])=[O:21])[N:10]([S:11]([C:14]3[CH:19]=[CH:18][CH:17]=[CH:16][CH:15]=3)(=[O:13])=[O:12])[C:5]2=[CH:4][CH:3]=1.[NH:27]([C:36]([O:38][C:39]([CH3:42])([CH3:41])[CH3:40])=[O:37])[NH:28][C:29]([O:31][C:32]([CH3:35])([CH3:34])[CH3:33])=[O:30].C([O-])([O-])=O.[Cs+].[Cs+].